This data is from Forward reaction prediction with 1.9M reactions from USPTO patents (1976-2016). The task is: Predict the product of the given reaction. (1) Given the reactants [Cl:1][C:2]1[C:7]([N+:8]([O-:10])=[O:9])=[CH:6][CH:5]=[C:4](Cl)[N:3]=1.[C:12]1(B(O)O)[CH:17]=[CH:16][CH:15]=[CH:14][CH:13]=1.C([O-])([O-])=O.[Cs+].[Cs+], predict the reaction product. The product is: [Cl:1][C:2]1[C:7]([N+:8]([O-:10])=[O:9])=[CH:6][CH:5]=[C:4]([C:12]2[CH:17]=[CH:16][CH:15]=[CH:14][CH:13]=2)[N:3]=1. (2) Given the reactants [CH3:1][C:2]1C2C(=CC=CC=2)C=[CH:4][CH:3]=1.C=[O:13].S(=O)(=O)(O)O.[CH2:19]([C:21]1[CH:26]=[CH:25][CH:24]=[CH:23][CH:22]=1)[CH3:20], predict the reaction product. The product is: [CH3:20][C:19]([C:21]1[C:26]2[C:25](=[CH:1][CH:2]=[CH:3][CH:4]=2)[CH:24]=[CH:23][CH:22]=1)=[O:13]. (3) Given the reactants C(O)(C(F)(F)F)=O.COC1C=CC([CH2:14][N:15](C)[C:16]2[CH:25]=[C:24]3[C:19]([CH:20]=[C:21]([C:28]4[CH:33]=[C:32]([NH2:34])[CH:31]=[CH:30][C:29]=4[Cl:35])[C:22](=[O:27])[N:23]3[CH3:26])=[CH:18][N:17]=2)=CC=1, predict the reaction product. The product is: [NH2:34][C:32]1[CH:31]=[CH:30][C:29]([Cl:35])=[C:28]([C:21]2[C:22](=[O:27])[N:23]([CH3:26])[C:24]3[C:19]([CH:20]=2)=[CH:18][N:17]=[C:16]([NH:15][CH3:14])[CH:25]=3)[CH:33]=1. (4) Given the reactants [Cl-].[NH4+:2].C[Al](C)C.[F:7][C:8]([F:27])([F:26])[C:9]1[CH:14]=[CH:13][C:12]([CH:15]2[CH2:20][CH2:19][N:18]([CH2:21][CH2:22][CH2:23][C:24]#[N:25])[CH2:17][CH2:16]2)=[CH:11][CH:10]=1, predict the reaction product. The product is: [F:27][C:8]([F:26])([F:7])[C:9]1[CH:10]=[CH:11][C:12]([CH:15]2[CH2:16][CH2:17][N:18]([CH2:21][CH2:22][CH2:23][C:24]([NH2:2])=[NH:25])[CH2:19][CH2:20]2)=[CH:13][CH:14]=1. (5) The product is: [CH3:22][C:8]1[CH:9]=[C:10](/[C:13](/[S:20][CH3:21])=[N:14]/[CH2:15][Si:16]([CH3:19])([CH3:18])[CH3:17])[CH:11]=[CH:12][C:7]=1[C:6]([OH:23])=[O:5]. Given the reactants C([O:5][C:6](=[O:23])[C:7]1[CH:12]=[CH:11][C:10](/[C:13](/[S:20][CH3:21])=[N:14]\[CH2:15][Si:16]([CH3:19])([CH3:18])[CH3:17])=[CH:9][C:8]=1[CH3:22])(C)(C)C.FC(F)(F)C(O)=O.O, predict the reaction product. (6) Given the reactants [O:1]1C=CC=[C:2]1[C@@H:6]([N:16]([CH3:24])[C:17](=[O:23])[O:18][C:19]([CH3:22])([CH3:21])[CH3:20])[C@H:7]([CH3:15])[CH2:8][O:9][CH2:10][C:11]([OH:14])([CH3:13])[CH3:12].I([O-])(=O)(=O)=[O:26].[Na+], predict the reaction product. The product is: [C:19]([O:18][C:17]([N:16]([CH3:24])[C@@H:6]([C@H:7]([CH3:15])[CH2:8][O:9][CH2:10][C:11]([OH:14])([CH3:13])[CH3:12])[C:2]([OH:1])=[O:26])=[O:23])([CH3:22])([CH3:21])[CH3:20].